This data is from Catalyst prediction with 721,799 reactions and 888 catalyst types from USPTO. The task is: Predict which catalyst facilitates the given reaction. Reactant: [N+:1]([C:4]1[CH:13]=[C:12]2[C:7]([CH:8]([CH3:14])[CH2:9][CH2:10][NH:11]2)=[CH:6][CH:5]=1)([O-])=O. Product: [NH2:1][C:4]1[CH:13]=[C:12]2[C:7]([CH:8]([CH3:14])[CH2:9][CH2:10][NH:11]2)=[CH:6][CH:5]=1. The catalyst class is: 78.